This data is from Full USPTO retrosynthesis dataset with 1.9M reactions from patents (1976-2016). The task is: Predict the reactants needed to synthesize the given product. (1) Given the product [Br:1][C:2]1[C:3]([CH3:13])=[CH:4][C:5]([N:8]([CH3:14])[S:9]([CH3:12])(=[O:10])=[O:11])=[N:6][CH:7]=1, predict the reactants needed to synthesize it. The reactants are: [Br:1][C:2]1[C:3]([CH3:13])=[CH:4][C:5]([NH:8][S:9]([CH3:12])(=[O:11])=[O:10])=[N:6][CH:7]=1.[C:14](=O)([O-])[O-].[K+].[K+].CI. (2) Given the product [F:1][C:2]1[CH:7]=[C:6]([NH:10][C:11]2[CH:20]=[CH:19][CH:18]=[CH:17][C:12]=2[C:13]([NH:15][CH3:16])=[O:14])[C:5]([CH3:9])=[CH:4][N:3]=1, predict the reactants needed to synthesize it. The reactants are: [F:1][C:2]1[CH:7]=[C:6](I)[C:5]([CH3:9])=[CH:4][N:3]=1.[NH2:10][C:11]1[CH:20]=[CH:19][CH:18]=[CH:17][C:12]=1[C:13]([NH:15][CH3:16])=[O:14].C(=O)([O-])[O-].[Cs+].[Cs+]. (3) Given the product [CH3:3][C:4]1([CH3:11])[O:8][CH:7]([CH2:9][O:10][C:13]2[N:18]=[C:17]([C:19]([OH:21])=[O:20])[CH:16]=[CH:15][CH:14]=2)[CH2:6][O:5]1, predict the reactants needed to synthesize it. The reactants are: [H-].[Na+].[CH3:3][C:4]1([CH3:11])[O:8][CH:7]([CH2:9][OH:10])[CH2:6][O:5]1.Br[C:13]1[N:18]=[C:17]([C:19]([OH:21])=[O:20])[CH:16]=[CH:15][CH:14]=1.O.